From a dataset of Experimentally validated miRNA-target interactions with 360,000+ pairs, plus equal number of negative samples. Binary Classification. Given a miRNA mature sequence and a target amino acid sequence, predict their likelihood of interaction. (1) The miRNA is hsa-miR-4652-3p with sequence GUUCUGUUAACCCAUCCCCUCA. The protein sequence of the target gene is MTMLLDGGPQFPGLGVGSFGAPRHHEMPNREPAGMGLNPFGDSTHAAAAAAAAAAFKLSPAAAHDLSSGQSSAFTPQGSGYANALGHHHHHHHHHHHTSQVPSYGGAASAAFNSTREFLFRQRSSGLSEAASGGGQHGLFAGSASSLHAPAGIPEPPSYLLFPGLHEQGAGHPSPTGHVDNNQVHLGLRGELFGRADPYRPVASPRTDPYAAGAQFPNYSPMNMNMGVNVAAHHGPGAFFRYMRQPIKQELSCKWIDEAQLSRPKKSCDRTFSTMHELVTHVTMEHVGGPEQNNHVCYWE.... Result: 0 (no interaction). (2) The miRNA is hsa-miR-6771-3p with sequence CAAACCCCUGUCUACCCGCAG. The protein sequence of the target gene is MVSPATRKSLPKVKAMDFITSTAILPLLFGCLGVFGLFRLLQWVRGKAYLRNAVVVITGATSGLGKECAKVFYAAGAKLVLCGRNGGALEELIRELTASHATKVQTHKPYLVTFDLTDSGAIVAAAAEILQCFGYVDILVNNAGISYRGTIMDTTVDVDKRVMETNYFGPVALTKALLPSMIKRRQGHIVAISSIQGKMSIPFRSAYAASKHATQAFFDCLRAEMEQYEIEVTVISPGYIHTNLSVNAITADGSRYGVMDTTTAQGRSPVEVAQDVLAAVGKKKKDVILADLLPSLAVYL.... Result: 0 (no interaction). (3) The miRNA is mmu-miR-10a-3p with sequence CAAAUUCGUAUCUAGGGGAAUA. The protein sequence of the target gene is MSVCSSDLSYGSRVCLPGSCDSCSDSWQVDDCPESCCEPPCCAPAPCLSLVCTPVSRVSSPCCRVTCEPSPCQSGCTSSCTPSCCQQSSCQPACCTSSPCQQACCVPVCCKTVCCKPVCCMPVCCGPSSSCCQQSSCQPACCISSPCQQSCCVPVCCKPICCVPVCSGASSLCCQQSSCQPACCTTSCCRPSSSVSLLCRPVCRPARRVPVPSCCVPTSSCQPSCGRLASCGSLLCRPTCSRLAC. Result: 0 (no interaction). (4) The miRNA is hsa-miR-6831-5p with sequence UAGGUAGAGUGUGAGGAGGAGGUC. The protein sequence of the target gene is MEGDGSDPEPPDAGEDSKSENGENAPIYCICRKPDINCFMIGCDNCNEWFHGDCIRITEKMAKAIREWYCRECREKDPKLEIRYRHKKSRERDGNERDSSEPRDEGGGRKRPVPDPDLQRRAGSGTGVGAMLARGSASPHKSSPQPLVATPSQHHQQQQQQIKRSARMCGECEACRRTEDCGHCDFCRDMKKFGGPNKIRQKCRLRQCQLRARESYKYFPSSLSPVTPSESLPRPRRPLPTQQQPQPSQKLGRIREDEGAVASSTVKEPPEATATPEPLSDEDLPLDPDLYQDFCAGAFD.... Result: 0 (no interaction).